From a dataset of Full USPTO retrosynthesis dataset with 1.9M reactions from patents (1976-2016). Predict the reactants needed to synthesize the given product. (1) Given the product [F:1][C:2]1[CH:3]=[C:4]([N+:9]([O-:11])=[O:10])[CH:5]=[CH:6][C:7]=1[N:24]([CH2:25][CH2:26][CH2:27][CH2:28][CH2:29][CH3:30])[CH2:18][CH2:19][CH2:20][CH2:21][CH2:22][CH3:23], predict the reactants needed to synthesize it. The reactants are: [F:1][C:2]1[CH:3]=[C:4]([N+:9]([O-:11])=[O:10])[CH:5]=[CH:6][C:7]=1F.C([O-])([O-])=O.[K+].[K+].[CH2:18]([NH:24][CH2:25][CH2:26][CH2:27][CH2:28][CH2:29][CH3:30])[CH2:19][CH2:20][CH2:21][CH2:22][CH3:23]. (2) The reactants are: [CH:1]1([C:4]2[N:9]3[N:10]=[CH:11][C:12]([C:13](O)=[O:14])=[C:8]3[N:7]=[C:6]([C:16]3[CH:21]=[CH:20][C:19]([C:22]([F:25])([F:24])[F:23])=[CH:18][CH:17]=3)[CH:5]=2)[CH2:3][CH2:2]1.[NH2:26][C:27]1[CH:28]=[C:29]([S:33]([NH:36][C:37]([CH3:40])([CH3:39])[CH3:38])(=[O:35])=[O:34])[CH:30]=[CH:31][CH:32]=1. Given the product [C:37]([NH:36][S:33]([C:29]1[CH:28]=[C:27]([NH:26][C:13]([C:12]2[CH:11]=[N:10][N:9]3[C:4]([CH:1]4[CH2:2][CH2:3]4)=[CH:5][C:6]([C:16]4[CH:17]=[CH:18][C:19]([C:22]([F:23])([F:25])[F:24])=[CH:20][CH:21]=4)=[N:7][C:8]=23)=[O:14])[CH:32]=[CH:31][CH:30]=1)(=[O:35])=[O:34])([CH3:40])([CH3:38])[CH3:39], predict the reactants needed to synthesize it. (3) Given the product [NH2:25][C:26]1[C:27]([C:36]([N:47]([CH2:46][C:40]2[CH:45]=[CH:44][CH:43]=[CH:42][CH:41]=2)[C@H:48]([C:56]([O:58][CH3:59])=[O:57])[CH2:49][C:50]2[CH:55]=[CH:54][CH:53]=[CH:52][CH:51]=2)=[O:38])=[CH:28][C:29]2[C:34]([CH:35]=1)=[CH:33][CH:32]=[CH:31][CH:30]=2, predict the reactants needed to synthesize it. The reactants are: CN(C(ON1N=NC2C=CC=NC1=2)=[N+](C)C)C.F[P-](F)(F)(F)(F)F.[NH2:25][C:26]1[C:27]([C:36]([OH:38])=O)=[CH:28][C:29]2[C:34]([CH:35]=1)=[CH:33][CH:32]=[CH:31][CH:30]=2.Cl.[C:40]1([CH2:46][NH:47][C@H:48]([C:56]([O:58][CH3:59])=[O:57])[CH2:49][C:50]2[CH:55]=[CH:54][CH:53]=[CH:52][CH:51]=2)[CH:45]=[CH:44][CH:43]=[CH:42][CH:41]=1.C(N(C(C)C)CC)(C)C.